Task: Binary Classification. Given a T-cell receptor sequence (or CDR3 region) and an epitope sequence, predict whether binding occurs between them.. Dataset: TCR-epitope binding with 47,182 pairs between 192 epitopes and 23,139 TCRs The epitope is NLVPMVATV. The TCR CDR3 sequence is CASAETGQGAAGYTF. Result: 1 (the TCR binds to the epitope).